From a dataset of Reaction yield outcomes from USPTO patents with 853,638 reactions. Predict the reaction yield, written as a fraction of the theoretical maximum amount of product (1.0 means a 100% yield; for example, 0.34 means a 34% yield). (1) The reactants are [C:1]([C:9]1[CH:28]=[C:27]([O:29][CH3:30])[CH:26]=[CH:25][C:10]=1[C:11]([N:13]([CH2:22][C:23]#[N:24])[CH2:14][CH:15]([O:19][CH2:20][CH3:21])[O:16][CH2:17][CH3:18])=[O:12])(=O)[C:2]1[CH:7]=[CH:6][CH:5]=[CH:4][CH:3]=1.C[O-].[Na+]. The catalyst is CO. The product is [C:23]([C:22]1[N:13]([CH2:14][CH:15]([O:19][CH2:20][CH3:21])[O:16][CH2:17][CH3:18])[C:11](=[O:12])[C:10]2[C:9]([C:1]=1[C:2]1[CH:7]=[CH:6][CH:5]=[CH:4][CH:3]=1)=[CH:28][C:27]([O:29][CH3:30])=[CH:26][CH:25]=2)#[N:24]. The yield is 0.770. (2) The reactants are [Br:1][C:2]1[CH:7]=[CH:6][C:5]([C:8]([CH3:19])([C:14](OCC)=[O:15])[C:9](OCC)=[O:10])=[CH:4][CH:3]=1.[H-].[Al+3].[Li+].[H-].[H-].[H-]. The catalyst is C1COCC1. The product is [Br:1][C:2]1[CH:3]=[CH:4][C:5]([C:8]([CH3:19])([CH2:14][OH:15])[CH2:9][OH:10])=[CH:6][CH:7]=1. The yield is 0.790. (3) The reactants are ClCCl.[NH2:4][C:5]1[CH:13]=[C:12]([F:14])[CH:11]=[CH:10][C:6]=1[C:7]([OH:9])=[O:8].C(=O)([O-])O.[Na+].[I:20](Cl)(=O)=O.I(Cl)(=O)=O.C([N+](C)(C)C)C1C=CC=CC=1. The catalyst is CO. The product is [NH2:4][C:5]1[CH:13]=[C:12]([F:14])[C:11]([I:20])=[CH:10][C:6]=1[C:7]([OH:9])=[O:8]. The yield is 0.770. (4) The reactants are [CH3:1][N:2]([CH3:48])[CH2:3][CH2:4][NH:5][C:6](=[O:47])[NH:7][C@:8]12[CH2:43][CH2:42][C@@H:41]([C:44]([CH3:46])=[CH2:45])[C@@H:9]1[C@@H:10]1[C@@:23]([CH3:26])([CH2:24][CH2:25]2)[C@@:22]2([CH3:27])[C@@H:13]([C@:14]3([CH3:40])[C@@H:19]([CH2:20][CH2:21]2)[C:18]([CH3:29])([CH3:28])[C:17]([C:30]2[CH:39]=[CH:38][C:33]([C:34]([O:36]C)=[O:35])=[CH:32][CH:31]=2)=[CH:16][CH2:15]3)[CH2:12][CH2:11]1.O.[OH-].[Li+].Cl.CO. The catalyst is C1COCC1.O. The product is [CH3:48][N:2]([CH3:1])[CH2:3][CH2:4][NH:5][C:6](=[O:47])[NH:7][C@:8]12[CH2:43][CH2:42][C@@H:41]([C:44]([CH3:46])=[CH2:45])[C@@H:9]1[C@@H:10]1[C@@:23]([CH3:26])([CH2:24][CH2:25]2)[C@@:22]2([CH3:27])[C@@H:13]([C@:14]3([CH3:40])[C@@H:19]([CH2:20][CH2:21]2)[C:18]([CH3:29])([CH3:28])[C:17]([C:30]2[CH:39]=[CH:38][C:33]([C:34]([OH:36])=[O:35])=[CH:32][CH:31]=2)=[CH:16][CH2:15]3)[CH2:12][CH2:11]1. The yield is 0.950. (5) The reactants are [F:1][C:2]1[CH:10]=[C:9]2[C:5]([C:6]([CH:11]=O)=[CH:7][NH:8]2)=[CH:4][C:3]=1[C:13]1[CH:18]=[CH:17][C:16]([C:19]2([OH:23])[CH2:22]O[CH2:20]2)=[C:15]([O:24][CH3:25])[CH:14]=1.[CH3:26]C(=CC)C.Cl([O-])=O.[Na+].[OH2:35].[OH2:36].P([O-])(O)(O)=O.[Na+]. The catalyst is CC#N.O.C(O)(C)(C)C. The product is [F:1][C:2]1[CH:10]=[C:9]2[C:5]([C:6]([C:11]([OH:36])=[O:35])=[CH:7][NH:8]2)=[CH:4][C:3]=1[C:13]1[CH:18]=[CH:17][C:16]([C:19]2([OH:23])[CH2:20][CH2:26][CH2:22]2)=[C:15]([O:24][CH3:25])[CH:14]=1. The yield is 0.0810. (6) The reactants are [CH3:1][O:2][CH2:3][C@H:4]([CH3:31])[O:5][C:6]1[CH:7]=[C:8]([C:23]2[NH:27][C:26]([C:28](O)=[O:29])=[CH:25][CH:24]=2)[CH:9]=[C:10]([O:12][Si:13]([CH:20]([CH3:22])[CH3:21])([CH:17]([CH3:19])[CH3:18])[CH:14]([CH3:16])[CH3:15])[CH:11]=1.[NH2:32][C@H:33]([CH2:37][OH:38])[C@@H:34]([CH3:36])[OH:35].[Cl-].COC1N=C(OC)N=C([N+]2(C)CCOCC2)N=1. The catalyst is CO. The product is [OH:38][CH2:37][C@@H:33]([NH:32][C:28]([C:26]1[NH:27][C:23]([C:8]2[CH:9]=[C:10]([O:12][Si:13]([CH:14]([CH3:15])[CH3:16])([CH:20]([CH3:22])[CH3:21])[CH:17]([CH3:18])[CH3:19])[CH:11]=[C:6]([O:5][C@@H:4]([CH3:31])[CH2:3][O:2][CH3:1])[CH:7]=2)=[CH:24][CH:25]=1)=[O:29])[C@H:34]([OH:35])[CH3:36]. The yield is 0.860.